Dataset: NCI-60 drug combinations with 297,098 pairs across 59 cell lines. Task: Regression. Given two drug SMILES strings and cell line genomic features, predict the synergy score measuring deviation from expected non-interaction effect. (1) Drug 1: C1=NC2=C(N=C(N=C2N1C3C(C(C(O3)CO)O)O)F)N. Drug 2: CC1CCC2CC(C(=CC=CC=CC(CC(C(=O)C(C(C(=CC(C(=O)CC(OC(=O)C3CCCCN3C(=O)C(=O)C1(O2)O)C(C)CC4CCC(C(C4)OC)OCCO)C)C)O)OC)C)C)C)OC. Cell line: OVCAR-8. Synergy scores: CSS=31.7, Synergy_ZIP=0.425, Synergy_Bliss=2.69, Synergy_Loewe=-0.202, Synergy_HSA=2.30. (2) Drug 1: C1CCC(C(C1)N)N.C(=O)(C(=O)[O-])[O-].[Pt+4]. Drug 2: C1CN(P(=O)(OC1)NCCCl)CCCl. Cell line: LOX IMVI. Synergy scores: CSS=5.40, Synergy_ZIP=-25.0, Synergy_Bliss=-46.7, Synergy_Loewe=-47.0, Synergy_HSA=-47.5. (3) Drug 1: C1=C(C(=O)NC(=O)N1)F. Drug 2: C1=CC(=CC=C1CCCC(=O)O)N(CCCl)CCCl. Cell line: K-562. Synergy scores: CSS=53.9, Synergy_ZIP=-8.76, Synergy_Bliss=-10.6, Synergy_Loewe=-13.3, Synergy_HSA=-6.04. (4) Drug 1: CC1=CC=C(C=C1)C2=CC(=NN2C3=CC=C(C=C3)S(=O)(=O)N)C(F)(F)F. Drug 2: C1CC(=O)NC(=O)C1N2C(=O)C3=CC=CC=C3C2=O. Cell line: ACHN. Synergy scores: CSS=1.05, Synergy_ZIP=-1.22, Synergy_Bliss=-1.32, Synergy_Loewe=-1.99, Synergy_HSA=-1.34.